This data is from Forward reaction prediction with 1.9M reactions from USPTO patents (1976-2016). The task is: Predict the product of the given reaction. (1) Given the reactants [NH2:1][C:2]1[CH:3]=[C:4]([C:8]2[C:17]3[C:12](=[C:13]([C:18]([F:21])([F:20])[F:19])[CH:14]=[CH:15][CH:16]=3)[N:11]=[CH:10][C:9]=2[C:22]#[N:23])[CH:5]=[CH:6][CH:7]=1.[OH:24]O.[OH-].[Na+].Cl, predict the reaction product. The product is: [NH2:1][C:2]1[CH:3]=[C:4]([C:8]2[C:17]3[C:12](=[C:13]([C:18]([F:21])([F:19])[F:20])[CH:14]=[CH:15][CH:16]=3)[N:11]=[CH:10][C:9]=2[C:22]([NH2:23])=[O:24])[CH:5]=[CH:6][CH:7]=1. (2) Given the reactants [N:1]1[CH:6]=[CH:5][CH:4]=[C:3]([NH:7][C:8](=[O:13])[C:9](C)([CH3:11])[CH3:10])[CH:2]=1.CN(C)CCN(C)C.C([Li])CCC.[I:27]I, predict the reaction product. The product is: [CH3:10][CH:9]([CH3:11])[C:8]([NH:7][C:3]1[CH:2]=[N:1][CH:6]=[CH:5][C:4]=1[I:27])=[O:13]. (3) Given the reactants Br[C:2]1[CH:7]=[CH:6][C:5]([C:8]2([C:11]([N:13]3[CH2:17][CH2:16][C:15]4([C:25]5[CH:24]=[CH:23][N:22]=[CH:21][C:20]=5[C:19](=[O:26])[O:18]4)[CH2:14]3)=[O:12])[CH2:10][CH2:9]2)=[CH:4][CH:3]=1.[NH:27]1[C:35]2[C:30](=[CH:31][CH:32]=[CH:33][CH:34]=2)[CH:29]=[N:28]1.C1(C)C=CC=CC=1.CN[C@H]1CCCC[C@@H]1NC.P([O-])([O-])([O-])=O.[K+].[K+].[K+], predict the reaction product. The product is: [N:27]1[N:28]([C:2]2[CH:7]=[CH:6][C:5]([C:8]3([C:11]([N:13]4[CH2:17][CH2:16][C@@:15]5([C:25]6[CH:24]=[CH:23][N:22]=[CH:21][C:20]=6[C:19](=[O:26])[O:18]5)[CH2:14]4)=[O:12])[CH2:10][CH2:9]3)=[CH:4][CH:3]=2)[CH:29]=[C:30]2[C:35]=1[CH:34]=[CH:33][CH:32]=[CH:31]2. (4) The product is: [CH3:32][N:33]([C:21](=[N:22][S:36]([CH3:35])(=[O:38])=[O:37])[C:18]1[CH:17]=[CH:16][C:15]([N:11]2[CH2:12][CH2:13][C:14]3[C:6]([C:4]([NH2:42])=[O:5])=[N:7][N:8]([C:24]4[CH:25]=[CH:26][C:27]([O:30][CH3:31])=[CH:28][CH:29]=4)[C:9]=3[C:10]2=[O:23])=[CH:20][CH:19]=1)[CH3:34]. Given the reactants C(O[C:4]([C:6]1[C:14]2[CH2:13][CH2:12][N:11]([C:15]3[CH:20]=[CH:19][C:18]([C:21]#[N:22])=[CH:17][CH:16]=3)[C:10](=[O:23])[C:9]=2[N:8]([C:24]2[CH:29]=[CH:28][C:27]([O:30][CH3:31])=[CH:26][CH:25]=2)[N:7]=1)=[O:5])C.[CH3:32][NH:33][CH3:34].[CH3:35][S:36](Cl)(=[O:38])=[O:37].C([N:42](CC)CC)C, predict the reaction product.